From a dataset of Experimentally validated miRNA-target interactions with 360,000+ pairs, plus equal number of negative samples. Binary Classification. Given a miRNA mature sequence and a target amino acid sequence, predict their likelihood of interaction. (1) The miRNA is mmu-miR-449a-5p with sequence UGGCAGUGUAUUGUUAGCUGGU. The protein sequence of the target gene is MRPPALLALFSCSAAFALMSEEIKEKVTPSQDLRQSSLPGRHDIDLKEIVFVIQSQSNSFHAKRAEQLKKNILKQAANLTQDLPRVLLLHQLAKQEGAWTILPLLPHFSVTYSKNSAWIFFCEEETRLQIPRLLDTLRRYDPSKEWFLGKALYDEESTIIHHYAFSENPTVFKYPDFAAGWALSIPLVNKLAKRLKSEALKSDFTIDLKHEIALYIWDKGGGPALTPVPEFCTEDVDPRCVTTFHSFLPLCGVPVKKEEIFVAVKTCKKFHADRIPIVKKTWAAQASLIEYYSDYAETAI.... Result: 1 (interaction). (2) The miRNA is mmu-miR-24-3p with sequence UGGCUCAGUUCAGCAGGAACAG. The protein sequence of the target gene is MFLAVLYCLLWSFQISDGHFPRACASSKNLLAKECCPPWMGDGSPCGQLSGRGSCQDILLSSAPSGPQFPFKGVDDRESWPSVFYNRTCQCSGNFMGFNCGNCKFGFGGPNCTEKRVLIRRNIFDLSVSEKNKFFSYLTLAKHTISSVYVIPTGTYGQMNNGSTPMFNDINIYDLFVWMHYYVSRDTLLGGSEIWRDIDFAHEAPGFLPWHRLFLLLWEQEIRELTGDENFTVPYWDWRDAENCDICTDEYLGGRHPENPNLLSPASFFSSWQIICSRSEEYNSHQVLCDGTPEGPLLRN.... Result: 1 (interaction). (3) The miRNA is hsa-miR-211-5p with sequence UUCCCUUUGUCAUCCUUCGCCU. Result: 1 (interaction). The protein sequence of the target gene is MSAQSLLHSVFSCSSPASSSAASAKGFSKRKLRQTRSLDPALIGGCGSDEAGAEGSARGATAGRLYSPSLPAESLGPRLASSSRGPPPRATRLPPPGPLCSSFSTPSTPQEKSPSGSFHFDYEVPLGRGGLKKSMAWDLPSVLAGPASSRSASSILCSSGGGPNGIFASPRRWLQQRKFQSPPDSRGHPYVVWKSEGDFTWNSMSGRSVRLRSVPIQSLSELERARLQEVAFYQLQQDCDLSCQITIPKDGQKRKKSLRKKLDSLGKEKNKDKEFIPQAFGMPLSQVIANDRAYKLKQDL.... (4) The miRNA is cel-miR-250-3p with sequence AAUCACAGUCAACUGUUGGC. The protein sequence of the target gene is MQVRWAPSDGSLGDYTYQQDMSSSDKLSADDVLNTLDKSNRHILTCILVCGLAWSPLAFTGLCPSFVVKASENSSFIGVADEFDLTGDASWLAESTTTFYMVGNMIGGMFIPPLADHYGRLPVFVATVLLMAVGGMISAFSTSIMMFCIMRMIHGIFYTAAGLAGWVLGYENTPLRLRFFTSVYFGVMWVVGACFLGLLAYILPDWRYLMFCISVPNIFVALLIYMTVPESLHFLVSSQQNEKIEAWLEKIRGPKGDISASDIVEDRDENGSSFKTLCREMWKHKMFIVYVLVMTYIWIV.... Result: 1 (interaction). (5) The miRNA is hsa-miR-7162-5p with sequence UGCUUCCUUUCUCAGCUG. The protein sequence of the target gene is MTIGSMENVEVFTSEGKGRGLKATKEFWAADVIFAERAYSAVVFDSLINFVCHTCFKRQEKLHRCGQCKFAHYCDRTCQKDAWLNHKNECAAIKKYGKVPNENIRLAARIMWRVEREGTGLTEGCLVSVDDLQNHVEHFGEEEQKELRVDVDTFLQYWPPQSQQFSMQYISHIFGVINCNGFTLSDQRGLQAVGVGIFPNLGLVNHDCWPNCTVIFNNGNHEAVKSMFHTQMRIELRALGKISEGEELTVSYIDFLHLSEERRRQLKKQYYFDCSCEHCQKGLKDDLFLAAKEDPKPSQE.... Result: 0 (no interaction). (6) The miRNA is mmu-miR-142a-5p with sequence CAUAAAGUAGAAAGCACUACU. The protein sequence of the target gene is MGLLSVDLLITLQILPVFFSNCLFLALYDSVILLKHVALLLSRSKSTRGEWRRMLTSEGLRCVWNSFLLDAYKQVKLGEDAPNSSVVHVSNPESGNNYASEKTADGAECHLLDFASAERPLVVNFGSATUPPFTRQLPAFRQLVEEFSSVADFLLVYIDEAHPSDGWAVPGDSSLSFEVKKHRNQEDRCAAAHQLLERFSLPPQCQVVADRMDNNANVAYGVAFERVCIVQRRKIAYLGGKGPFSYNLQEVRSWLEKNFSKRUILD. Result: 0 (no interaction).